From a dataset of Catalyst prediction with 721,799 reactions and 888 catalyst types from USPTO. Predict which catalyst facilitates the given reaction. Reactant: [C:1]1([C:7]2[CH:8]=[N:9][C:10](=O)[NH:11][N:12]=2)[CH:6]=[CH:5][CH:4]=[CH:3][CH:2]=1.CN(C=O)C.P(Cl)(Cl)([Cl:21])=O. Product: [Cl:21][C:10]1[N:11]=[N:12][C:7]([C:1]2[CH:6]=[CH:5][CH:4]=[CH:3][CH:2]=2)=[CH:8][N:9]=1. The catalyst class is: 22.